Dataset: Reaction yield outcomes from USPTO patents with 853,638 reactions. Task: Predict the reaction yield, written as a fraction of the theoretical maximum amount of product (1.0 means a 100% yield; for example, 0.34 means a 34% yield). The reactants are [N:1]([C:4]1[CH:5]=[CH:6][C:7]([CH3:10])=[N:8][CH:9]=1)=[C:2]=[O:3].C([O-])(O)=O.[Na+].[NH2:16][C:17]1[CH:18]=[C:19]([CH:35]=[CH:36][CH:37]=1)[CH2:20][CH2:21][N:22]1[CH2:27][CH2:26][N:25]([C:28]([O:30][C:31]([CH3:34])([CH3:33])[CH3:32])=[O:29])[CH2:24][CH2:23]1. The catalyst is CCOC(C)=O. The product is [CH3:10][C:7]1[N:8]=[CH:9][C:4]([NH:1][C:2](=[O:3])[NH:16][C:17]2[CH:18]=[C:19]([CH:35]=[CH:36][CH:37]=2)[CH2:20][CH2:21][N:22]2[CH2:23][CH2:24][N:25]([C:28]([O:30][C:31]([CH3:33])([CH3:34])[CH3:32])=[O:29])[CH2:26][CH2:27]2)=[CH:5][CH:6]=1. The yield is 0.630.